This data is from Forward reaction prediction with 1.9M reactions from USPTO patents (1976-2016). The task is: Predict the product of the given reaction. (1) Given the reactants Br[C:2]1[CH:3]=[C:4]([CH:12]=[C:13]([C:15]2[CH2:22][C:18]3([CH2:21][CH2:20][CH2:19]3)[O:17][N:16]=2)[CH:14]=1)[C:5]([O:7][C:8]([CH3:11])([CH3:10])[CH3:9])=[O:6].[CH3:23][C:24]1[CH:29]=[CH:28][C:27](B(O)O)=[CH:26][CH:25]=1.C(=O)([O-])[O-].[Cs+].[Cs+].C([O-])(O)=O.[Na+], predict the reaction product. The product is: [CH3:23][C:24]1[CH:29]=[CH:28][C:27]([C:2]2[CH:14]=[C:13]([C:15]3[CH2:22][C:18]4([CH2:21][CH2:20][CH2:19]4)[O:17][N:16]=3)[CH:12]=[C:4]([C:5]([O:7][C:8]([CH3:11])([CH3:10])[CH3:9])=[O:6])[CH:3]=2)=[CH:26][CH:25]=1. (2) Given the reactants [F:1][C:2]([C:5]1[N:9]([CH2:10][CH:11]2[CH2:16][CH2:15][O:14][CH2:13][CH2:12]2)[C:8]2[CH:17]=[CH:18][C:19]([N:21](C)[C:22](=O)C)=[CH:20][C:7]=2[N:6]=1)([F:4])[CH3:3].[OH-].[Na+], predict the reaction product. The product is: [F:4][C:2]([C:5]1[N:9]([CH2:10][CH:11]2[CH2:12][CH2:13][O:14][CH2:15][CH2:16]2)[C:8]2[CH:17]=[CH:18][C:19]([NH:21][CH3:22])=[CH:20][C:7]=2[N:6]=1)([F:1])[CH3:3]. (3) Given the reactants Br[C:2]1[CH:15]=[CH:14][C:5]([O:6][Si:7]([C:10]([CH3:13])([CH3:12])[CH3:11])([CH3:9])[CH3:8])=[CH:4][CH:3]=1.[CH:16]1([C:19]2[CH:24]=[CH:23][C:22]([NH:25][CH3:26])=[CH:21][CH:20]=2)[CH2:18][CH2:17]1, predict the reaction product. The product is: [C:10]([Si:7]([CH3:9])([CH3:8])[O:6][C:5]1[CH:14]=[CH:15][C:2]([N:25]([C:22]2[CH:23]=[CH:24][C:19]([CH:16]3[CH2:17][CH2:18]3)=[CH:20][CH:21]=2)[CH3:26])=[CH:3][CH:4]=1)([CH3:13])([CH3:12])[CH3:11]. (4) Given the reactants C[O:2][C:3]([C:5]1[S:15][C:8]2=[C:9](Cl)[N:10]=[CH:11][C:12](Br)=[C:7]2[CH:6]=1)=[O:4].[C:16]1([C:25]2[CH:30]=[CH:29][CH:28]=[CH:27][CH:26]=2)[CH:21]=[CH:20][CH:19]=[C:18](B(O)O)[CH:17]=1.C(=O)([O-])[O-].[Na+].[Na+], predict the reaction product. The product is: [C:16]1([C:25]2[CH:30]=[CH:29][CH:28]=[CH:27][CH:26]=2)[CH:21]=[CH:20][CH:19]=[C:18]([C:12]2[CH:11]=[N:10][C:9]([C:27]3[CH:26]=[C:25]([C:16]4[CH:21]=[CH:20][CH:19]=[CH:18][CH:17]=4)[CH:30]=[CH:29][CH:28]=3)=[C:8]3[S:15][C:5]([C:3]([OH:2])=[O:4])=[CH:6][C:7]=23)[CH:17]=1. (5) Given the reactants [C:1]1([CH2:7][CH2:8][O:9][C@H:10]2[CH2:15][CH2:14][C@H:13]([NH2:16])[CH2:12][CH2:11]2)[CH:6]=[CH:5][CH:4]=[CH:3][CH:2]=1.Cl[C:18]1[N:23]=[CH:22][N:21]=[C:20]2[NH:24][N:25]=[CH:26][C:19]=12.C(N(CC)C(C)C)(C)C, predict the reaction product. The product is: [CH2:8]([O:9][CH:10]1[CH2:15][CH2:14][CH:13]([NH:16][C:18]2[N:23]=[CH:22][N:21]=[C:20]3[NH:24][N:25]=[CH:26][C:19]=23)[CH2:12][CH2:11]1)[CH2:7][C:1]1[CH:2]=[CH:3][CH:4]=[CH:5][CH:6]=1. (6) Given the reactants C(Cl)(=O)C(Cl)=O.CS(C)=O.[OH:11][CH2:12][CH2:13][CH2:14][C:15]([CH3:27])([CH3:26])[C:16]([O:18][CH2:19][C:20]1[CH:25]=[CH:24][CH:23]=[CH:22][CH:21]=1)=[O:17].C(N(CC)CC)C, predict the reaction product. The product is: [CH3:26][C:15]([CH3:27])([CH2:14][CH2:13][CH:12]=[O:11])[C:16]([O:18][CH2:19][C:20]1[CH:25]=[CH:24][CH:23]=[CH:22][CH:21]=1)=[O:17].